This data is from Forward reaction prediction with 1.9M reactions from USPTO patents (1976-2016). The task is: Predict the product of the given reaction. (1) Given the reactants [CH3:1][O:2][C:3]1[CH:4]=[C:5]([C:9]2[CH:17]=[CH:16][CH:15]=[C:14]3[C:10]=2[CH2:11][C:12](=[O:18])[NH:13]3)[CH:6]=[CH:7][CH:8]=1.[CH2:19]([N:21]([CH2:35][CH3:36])[CH2:22][CH2:23][NH:24][C:25]([C:27]1[C:31]([CH3:32])=[C:30]([CH:33]=O)[NH:29][CH:28]=1)=[O:26])[CH3:20], predict the reaction product. The product is: [CH2:35]([N:21]([CH2:19][CH3:20])[CH2:22][CH2:23][NH:24][C:25]([C:27]1[C:31]([CH3:32])=[C:30]([CH:33]=[C:11]2[C:10]3[C:14](=[CH:15][CH:16]=[CH:17][C:9]=3[C:5]3[CH:6]=[CH:7][CH:8]=[C:3]([O:2][CH3:1])[CH:4]=3)[NH:13][C:12]2=[O:18])[NH:29][CH:28]=1)=[O:26])[CH3:36]. (2) Given the reactants [Cl:1][C:2]1[CH:7]=[CH:6][C:5]([C:8]2[CH2:13][O:12][C:11](=[O:14])[N:10]([CH2:15][C:16]3[CH:17]=[C:18]4[C:22](=[CH:23][CH:24]=3)[NH:21][C:20](=[O:25])[CH:19]4SC)[N:9]=2)=[CH:4][CH:3]=1, predict the reaction product. The product is: [Cl:1][C:2]1[CH:7]=[CH:6][C:5]([C:8]2[CH2:13][O:12][C:11](=[O:14])[N:10]([CH2:15][C:16]3[CH:17]=[C:18]4[C:22](=[CH:23][CH:24]=3)[NH:21][C:20](=[O:25])[CH2:19]4)[N:9]=2)=[CH:4][CH:3]=1. (3) Given the reactants [F:1][C:2]1[CH:7]=[CH:6][C:5]([F:8])=[CH:4][C:3]=1[C@H:9]1[CH2:13][CH2:12][CH2:11][N:10]1[C:14]1[CH:19]=[CH:18][N:17]2[N:20]=[CH:21][C:22]([NH:23][C:24]([N:26]3[CH2:30][CH2:29][C@H:28]([OH:31])[CH2:27]3)=[O:25])=[C:16]2[N:15]=1.[S:32](=[O:36])(=[O:35])([OH:34])[OH:33], predict the reaction product. The product is: [S:32]([OH:36])([OH:35])(=[O:34])=[O:33].[F:1][C:2]1[CH:7]=[CH:6][C:5]([F:8])=[CH:4][C:3]=1[C@H:9]1[CH2:13][CH2:12][CH2:11][N:10]1[C:14]1[CH:19]=[CH:18][N:17]2[N:20]=[CH:21][C:22]([NH:23][C:24]([N:26]3[CH2:30][CH2:29][C@H:28]([OH:31])[CH2:27]3)=[O:25])=[C:16]2[N:15]=1.